Dataset: Reaction yield outcomes from USPTO patents with 853,638 reactions. Task: Predict the reaction yield, written as a fraction of the theoretical maximum amount of product (1.0 means a 100% yield; for example, 0.34 means a 34% yield). (1) The reactants are [NH:1]1[CH:5]=[CH:4][N:3]=[C:2]1[C:6]1[CH:7]=[CH:8][C:9]([CH3:29])=[C:10]([NH:12][C:13]([C:15]2[CH:20]=[CH:19][C:18]([NH:21]C(=O)OC(C)(C)C)=[CH:17][CH:16]=2)=[O:14])[CH:11]=1.O1CCOCC1. The catalyst is Cl. The product is [NH:1]1[CH:5]=[CH:4][N:3]=[C:2]1[C:6]1[CH:7]=[CH:8][C:9]([CH3:29])=[C:10]([NH:12][C:13](=[O:14])[C:15]2[CH:20]=[CH:19][C:18]([NH2:21])=[CH:17][CH:16]=2)[CH:11]=1. The yield is 0.860. (2) The reactants are C(OC([C:6]1[C:15](=[O:16])[N:14]2[CH:9]([CH:10]=[CH:11][CH:12]=[CH:13]2)[CH:8]([N:17]2[CH2:22][CH2:21][N:20](C(OC(C)(C)C)=O)[CH2:19][CH2:18]2)[CH:7]=1)=O)C.C([O-])(O)=O.[Na+]. The catalyst is Cl. The product is [N:17]1([CH:8]2[CH:9]3[N:14]([CH:13]=[CH:12][CH:11]=[CH:10]3)[C:15](=[O:16])[CH:6]=[CH:7]2)[CH2:22][CH2:21][NH:20][CH2:19][CH2:18]1. The yield is 0.410. (3) The reactants are C1([C@H]([N:9]2[C@H:14]([C:15]([O:17][CH2:18][CH3:19])=[O:16])[C@@H:13]3[CH2:20][C@H:10]2[CH:11]=[CH:12]3)C)C=CC=CC=1. The catalyst is C(OCC)(=O)C.[OH-].[OH-].[Pd+2]. The product is [C@H:10]12[CH2:20][C@H:13]([CH2:12][CH2:11]1)[C@@H:14]([C:15]([O:17][CH2:18][CH3:19])=[O:16])[NH:9]2. The yield is 0.390. (4) The reactants are C(OC([N:8]1[CH2:13][CH2:12][CH:11]([C:14]([N:16]2[CH2:21][CH2:20][N:19]([C:22]3[CH:27]=[CH:26][CH:25]=[C:24]([C:28]4[N:32]([CH:33]([F:35])[F:34])[C:31]5[CH:36]=[CH:37][CH:38]=[CH:39][C:30]=5[N:29]=4)[CH:23]=3)[CH2:18][CH2:17]2)=[O:15])[CH2:10][CH2:9]1)=O)(C)(C)C. The catalyst is C(Cl)Cl.Cl.CCOCC. The product is [F:35][CH:33]([F:34])[N:32]1[C:31]2[CH:36]=[CH:37][CH:38]=[CH:39][C:30]=2[N:29]=[C:28]1[C:24]1[CH:23]=[C:22]([N:19]2[CH2:18][CH2:17][N:16]([C:14]([CH:11]3[CH2:10][CH2:9][NH:8][CH2:13][CH2:12]3)=[O:15])[CH2:21][CH2:20]2)[CH:27]=[CH:26][CH:25]=1. The yield is 0.720. (5) The reactants are Cl.O.[OH:3][C:4]12[C:15]3[C:10](=[CH:11][CH:12]=[CH:13][C:14]=3[N+:16]([O-])=O)[C:9](=[O:19])[C:8]1([NH:20][C:21]([C:23]1[CH:24]=[N:25][C:26]3[N:27]([N:30]=[CH:31][CH:32]=3)[C:28]=1[CH3:29])=[O:22])[C:7]1[CH:33]=[CH:34][C:35]([CH:37]([CH3:39])[CH3:38])=[CH:36][C:6]=1[O:5]2. The catalyst is C(O)C.[Fe]. The product is [NH2:16][C:14]1[CH:13]=[CH:12][CH:11]=[C:10]2[C:15]=1[C:4](=[O:3])[C:8]1([NH:20][C:21]([C:23]3[CH:24]=[N:25][C:26]4[N:27]([N:30]=[CH:31][CH:32]=4)[C:28]=3[CH3:29])=[O:22])[C:7]3[CH:33]=[CH:34][C:35]([CH:37]([CH3:38])[CH3:39])=[CH:36][C:6]=3[O:5][C:9]12[OH:19]. The yield is 0.720. (6) The reactants are [O:1]=[C:2]1[C:11]2[C:6](=[CH:7][CH:8]=[CH:9][CH:10]=2)[NH:5][C:4]2[N:12]([C:19]3[CH:24]=[CH:23][CH:22]=[CH:21][N:20]=3)[N:13]=[C:14]([CH2:15][C:16](O)=[O:17])[C:3]1=2.O1CCCC1.C(N1C=CN=C1)([N:32]1C=CN=C1)=O.N. The catalyst is O.CN(C)C=O. The product is [O:1]=[C:2]1[C:11]2[C:6](=[CH:7][CH:8]=[CH:9][CH:10]=2)[NH:5][C:4]2[N:12]([C:19]3[CH:24]=[CH:23][CH:22]=[CH:21][N:20]=3)[N:13]=[C:14]([CH2:15][C:16]([NH2:32])=[O:17])[C:3]1=2. The yield is 0.590. (7) The reactants are N1C=CC=CC=1.[Br-:7].[Br-].[Br-].[NH+]1C=CC=CC=1.[NH+]1C=CC=CC=1.[NH+]1C=CC=CC=1.[CH3:28][N:29]([CH3:53])[C:30]1[CH:35]=[CH:34][C:33]([C:36]2[CH:37]=[C:38]3[CH:44]=[CH:43][N:42]([CH2:45][O:46][CH2:47][CH2:48][Si:49]([CH3:52])([CH3:51])[CH3:50])[C:39]3=[N:40][CH:41]=2)=[CH:32][CH:31]=1.C([O-])(O)=O.[Na+]. The catalyst is C(Cl)Cl. The product is [Br:7][C:44]1[C:38]2[C:39](=[N:40][CH:41]=[C:36]([C:33]3[CH:34]=[CH:35][C:30]([N:29]([CH3:53])[CH3:28])=[CH:31][CH:32]=3)[CH:37]=2)[N:42]([CH2:45][O:46][CH2:47][CH2:48][Si:49]([CH3:51])([CH3:50])[CH3:52])[CH:43]=1. The yield is 0.700.